Dataset: Full USPTO retrosynthesis dataset with 1.9M reactions from patents (1976-2016). Task: Predict the reactants needed to synthesize the given product. Given the product [CH2:23]([N:1]([CH2:12][C:9]1[CH:10]=[CH:11][CH:6]=[CH:7][CH:8]=1)[C@@H:2]([C@@H:20]([OH:22])[CH3:21])[C:3]([NH:5][C:6]1[CH:11]=[CH:10][C:9]([CH2:12][CH2:13][CH2:14][CH2:15][CH2:16][CH2:17][CH2:18][CH3:19])=[CH:8][CH:7]=1)=[O:4])[C:24]1[CH:29]=[CH:28][CH:27]=[CH:26][CH:25]=1, predict the reactants needed to synthesize it. The reactants are: [NH2:1][C@@H:2]([C@@H:20]([OH:22])[CH3:21])[C:3]([NH:5][C:6]1[CH:11]=[CH:10][C:9]([CH2:12][CH2:13][CH2:14][CH2:15][CH2:16][CH2:17][CH2:18][CH3:19])=[CH:8][CH:7]=1)=[O:4].[CH:23](=O)[C:24]1[CH:29]=[CH:28][CH:27]=[CH:26][CH:25]=1.